Dataset: Full USPTO retrosynthesis dataset with 1.9M reactions from patents (1976-2016). Task: Predict the reactants needed to synthesize the given product. (1) Given the product [CH3:20][C:4]([NH2:21])([CH3:3])[CH2:5][C:6]1[CH:7]=[CH:8][C:9]([O:10][C:11]2[CH:16]=[CH:15][C:14]([OH:17])=[CH:13][CH:12]=2)=[CH:18][CH:19]=1, predict the reactants needed to synthesize it. The reactants are: [BH4-].[Na+].[CH3:3][C:4]([N+:21]([O-])=O)([CH3:20])[CH2:5][C:6]1[CH:19]=[CH:18][C:9]([O:10][C:11]2[CH:16]=[CH:15][C:14]([OH:17])=[CH:13][CH:12]=2)=[CH:8][CH:7]=1.[BH4-].[Na+]. (2) Given the product [CH2:1]([C:3]1[CH:8]=[C:7]([CH3:9])[CH:6]=[C:5]([CH2:10][CH3:11])[C:4]=1[C:12]1[C:13](=[O:22])[N:14]([CH3:21])[N:15]=[C:16]([CH3:20])[C:17]=1[OH:29])[CH3:2].[CH2:1]([C:3]1[CH:8]=[C:7]([CH3:9])[CH:6]=[C:5]([CH2:10][CH3:11])[C:4]=1[C:12]1[C:13](=[O:22])[N:14]([CH3:21])[N:15]=[C:16]([CH3:20])[C:17]=1[SH:18])[CH3:2], predict the reactants needed to synthesize it. The reactants are: [CH2:1]([C:3]1[CH:8]=[C:7]([CH3:9])[CH:6]=[C:5]([CH2:10][CH3:11])[C:4]=1[C:12]1[C:13](=[O:22])[N:14]([CH3:21])[N:15]=[C:16]([CH3:20])[C:17]=1[S:18]C)[CH3:2].CN1CCCC1=[O:29].C[O-].[Na+]. (3) Given the product [CH2:25]([O:24][C:22](=[O:23])[C:21]([C:18]1[CH:19]=[C:14]([Br:13])[CH:15]=[CH:16][C:17]=1[F:20])=[O:27])[CH3:26], predict the reactants needed to synthesize it. The reactants are: C(NC(C)C)(C)C.[Li]CCCC.[Br:13][C:14]1[CH:19]=[CH:18][C:17]([F:20])=[CH:16][CH:15]=1.[C:21](OCC)(=[O:27])[C:22]([O:24][CH2:25][CH3:26])=[O:23].Cl. (4) Given the product [Br:7][C:8]1[CH:9]=[N:10][C:11]([N:19]2[C:20]3[C:25](=[CH:24][CH:23]=[C:22]([C:26]([O:28][CH3:29])=[O:27])[CH:21]=3)[C:17]([S:16][CH3:15])=[CH:18]2)=[N:12][CH:13]=1, predict the reactants needed to synthesize it. The reactants are: CC([O-])(C)C.[K+].[Br:7][C:8]1[CH:9]=[N:10][C:11](Cl)=[N:12][CH:13]=1.[CH3:15][S:16][C:17]1[C:25]2[C:20](=[CH:21][C:22]([C:26]([O:28][CH3:29])=[O:27])=[CH:23][CH:24]=2)[NH:19][CH:18]=1. (5) Given the product [Cl:1][C:2]1[C:10]([O:11][CH2:21][CH2:22][C:23]([CH3:33])([O:25][Si:26]([CH2:27][CH3:28])([CH2:31][CH3:32])[CH2:29][CH3:30])[CH3:24])=[CH:9][C:8]([I:12])=[C:7]2[C:3]=1[CH2:4][NH:5][C:6]2=[O:13], predict the reactants needed to synthesize it. The reactants are: [Cl:1][C:2]1[C:10]([OH:11])=[CH:9][C:8]([I:12])=[C:7]2[C:3]=1[CH2:4][NH:5][C:6]2=[O:13].C(=O)([O-])[O-].[K+].[K+].Br[CH2:21][CH2:22][C:23]([CH3:33])([O:25][Si:26]([CH2:31][CH3:32])([CH2:29][CH3:30])[CH2:27][CH3:28])[CH3:24]. (6) Given the product [CH:21]1([C:19]([NH:18][C:13]2[N:14]=[CH:15][C:16]3[C:11]([CH:12]=2)=[CH:10][CH:9]=[C:8]([C:6]2[CH:7]=[C:2]([NH:1][C:37]([C:35]4[CH:34]=[N:33][N:32]([CH3:31])[CH:36]=4)=[O:38])[CH:3]=[CH:4][C:5]=2[CH3:24])[CH:17]=3)=[O:20])[CH2:22][CH2:23]1, predict the reactants needed to synthesize it. The reactants are: [NH2:1][C:2]1[CH:3]=[CH:4][C:5]([CH3:24])=[C:6]([C:8]2[CH:17]=[C:16]3[C:11]([CH:12]=[C:13]([NH:18][C:19]([CH:21]4[CH2:23][CH2:22]4)=[O:20])[N:14]=[CH:15]3)=[CH:10][CH:9]=2)[CH:7]=1.N1C=CC=CC=1.[CH3:31][N:32]1[CH:36]=[C:35]([C:37](Cl)=[O:38])[CH:34]=[N:33]1.